From a dataset of Full USPTO retrosynthesis dataset with 1.9M reactions from patents (1976-2016). Predict the reactants needed to synthesize the given product. Given the product [CH2:1]([O:8][C:9]([NH:11][CH:12]([C:21]1[N:22]([C:32]([O:34][C:35]([CH3:38])([CH3:37])[CH3:36])=[O:33])[CH:23]=[C:24]([CH2:26][C:27]([CH3:31])([CH3:30])[CH2:28][CH3:29])[N:25]=1)[CH2:13][C:14]1[CH:19]=[CH:18][C:17]([C:40]2[CH:45]=[CH:44][C:43]([F:46])=[CH:42][N:41]=2)=[CH:16][CH:15]=1)=[O:10])[C:2]1[CH:7]=[CH:6][CH:5]=[CH:4][CH:3]=1, predict the reactants needed to synthesize it. The reactants are: [CH2:1]([O:8][C:9]([NH:11][CH:12]([C:21]1[N:22]([C:32]([O:34][C:35]([CH3:38])([CH3:37])[CH3:36])=[O:33])[CH:23]=[C:24]([CH2:26][C:27]([CH3:31])([CH3:30])[CH2:28][CH3:29])[N:25]=1)[CH2:13][C:14]1[CH:19]=[CH:18][C:17](Br)=[CH:16][CH:15]=1)=[O:10])[C:2]1[CH:7]=[CH:6][CH:5]=[CH:4][CH:3]=1.Br[C:40]1[CH:45]=[CH:44][C:43]([F:46])=[CH:42][N:41]=1.C[Sn](C)C.C[Sn](C)C.C(N(CC)CC)C.C(OC(OC(C)(C)C)=O)(OC(C)(C)C)=O.